This data is from Peptide-MHC class II binding affinity with 134,281 pairs from IEDB. The task is: Regression. Given a peptide amino acid sequence and an MHC pseudo amino acid sequence, predict their binding affinity value. This is MHC class II binding data. (1) The peptide sequence is PVQEFTVPRTKYTAT. The MHC is DRB1_0301 with pseudo-sequence DRB1_0301. The binding affinity (normalized) is 0.245. (2) The peptide sequence is SQDLELSLNLNGLQAY. The MHC is HLA-DQA10101-DQB10501 with pseudo-sequence HLA-DQA10101-DQB10501. The binding affinity (normalized) is 0.270. (3) The peptide sequence is QYVIRAQLHVGAKQE. The MHC is HLA-DQA10201-DQB10303 with pseudo-sequence HLA-DQA10201-DQB10303. The binding affinity (normalized) is 0.455. (4) The peptide sequence is TLWQRPVVTIKIGGQLREAL. The MHC is DRB1_0901 with pseudo-sequence DRB1_0901. The binding affinity (normalized) is 0.443. (5) The peptide sequence is IHAVPFGLVSMMIAMKK. The MHC is DRB1_0801 with pseudo-sequence DRB1_0801. The binding affinity (normalized) is 0.606. (6) The peptide sequence is ALSINELSNLAKGEK. The MHC is DRB1_0405 with pseudo-sequence DRB1_0405. The binding affinity (normalized) is 0.150. (7) The peptide sequence is DTEVHNVWATQACVPTDPNP. The MHC is DRB1_0101 with pseudo-sequence DRB1_0101. The binding affinity (normalized) is 0.396. (8) The peptide sequence is RGVLLLSTRDLAFAG. The MHC is DRB1_0301 with pseudo-sequence DRB1_0301. The binding affinity (normalized) is 0.600.